From a dataset of Catalyst prediction with 721,799 reactions and 888 catalyst types from USPTO. Predict which catalyst facilitates the given reaction. Reactant: [CH3:1][O:2][C:3]([C:5]1[C:6]([O:13][CH3:14])=[N:7][C:8](Cl)=[N:9][C:10]=1[CH3:11])=[O:4].C(=O)([O-])[O-].[K+].[K+].[CH2:21]([C:23]1[CH:28]=[CH:27][CH:26]=[C:25]([CH2:29][CH3:30])[C:24]=1B(O)O)[CH3:22]. Product: [CH3:1][O:2][C:3]([C:5]1[C:6]([O:13][CH3:14])=[N:7][C:8]([C:24]2[C:25]([CH2:29][CH3:30])=[CH:26][CH:27]=[CH:28][C:23]=2[CH2:21][CH3:22])=[N:9][C:10]=1[CH3:11])=[O:4]. The catalyst class is: 149.